Dataset: Full USPTO retrosynthesis dataset with 1.9M reactions from patents (1976-2016). Task: Predict the reactants needed to synthesize the given product. (1) The reactants are: Br[CH2:2][C:3]1[N:8]=[CH:7][C:6]([C:9]2[CH:18]=[CH:17][CH:16]=[CH:15][C:10]=2[C:11]([O:13][CH3:14])=[O:12])=[CH:5][CH:4]=1.[N-:19]=[N+:20]=[N-:21].[Na+]. Given the product [N:19]([CH2:2][C:3]1[N:8]=[CH:7][C:6]([C:9]2[CH:18]=[CH:17][CH:16]=[CH:15][C:10]=2[C:11]([O:13][CH3:14])=[O:12])=[CH:5][CH:4]=1)=[N+:20]=[N-:21], predict the reactants needed to synthesize it. (2) Given the product [CH3:20][N:16]1[C:15]2[C:14]3[CH:21]=[CH:22][CH:23]=[CH:24][C:13]=3[O:12][CH2:11][C:10]=2[C:9]2[C:17]1=[CH:18][CH:19]=[C:7]([C:25]([OH:27])=[O:26])[CH:8]=2, predict the reactants needed to synthesize it. The reactants are: [Li]CCCC.Br[C:7]1[CH:8]=[C:9]2[C:17](=[CH:18][CH:19]=1)[N:16]([CH3:20])[C:15]1[C:14]3[CH:21]=[CH:22][CH:23]=[CH:24][C:13]=3[O:12][CH2:11][C:10]2=1.[C:25](=[O:27])=[O:26].